This data is from CYP2C19 inhibition data for predicting drug metabolism from PubChem BioAssay. The task is: Regression/Classification. Given a drug SMILES string, predict its absorption, distribution, metabolism, or excretion properties. Task type varies by dataset: regression for continuous measurements (e.g., permeability, clearance, half-life) or binary classification for categorical outcomes (e.g., BBB penetration, CYP inhibition). Dataset: cyp2c19_veith. (1) The compound is c1ccc(C(c2ccccc2)N2CC3(CCNCC3)C2)cc1. The result is 0 (non-inhibitor). (2) The drug is O=C(COc1ccc(Cl)cc1)N1CCN(Cc2ccc3c(c2)OCO3)CC1. The result is 1 (inhibitor). (3) The compound is COc1ccc(CN2CC(C(=O)NCCC3=CCCCC3)CC2=O)cc1. The result is 1 (inhibitor).